From a dataset of Peptide-MHC class I binding affinity with 185,985 pairs from IEDB/IMGT. Regression. Given a peptide amino acid sequence and an MHC pseudo amino acid sequence, predict their binding affinity value. This is MHC class I binding data. (1) The peptide sequence is AIFTDASTV. The MHC is HLA-A02:01 with pseudo-sequence HLA-A02:01. The binding affinity (normalized) is 0.395. (2) The peptide sequence is RVRRLNWAA. The MHC is HLA-B38:01 with pseudo-sequence HLA-B38:01. The binding affinity (normalized) is 0.0847. (3) The peptide sequence is RAKFKQLL. The MHC is HLA-A29:02 with pseudo-sequence HLA-A29:02. The binding affinity (normalized) is 0.213. (4) The peptide sequence is RQSSGSSSSGF. The MHC is HLA-B18:01 with pseudo-sequence HLA-B18:01. The binding affinity (normalized) is 0.0847. (5) The peptide sequence is KEIESVLST. The MHC is HLA-A02:06 with pseudo-sequence HLA-A02:06. The binding affinity (normalized) is 0.0665. (6) The peptide sequence is DYVVVHGYF. The MHC is HLA-A29:02 with pseudo-sequence HLA-A29:02. The binding affinity (normalized) is 0.603. (7) The peptide sequence is RWRVYLRRK. The MHC is HLA-A02:06 with pseudo-sequence HLA-A02:06. The binding affinity (normalized) is 0.0847. (8) The binding affinity (normalized) is 0.213. The MHC is HLA-C04:01 with pseudo-sequence HLA-C04:01. The peptide sequence is HPVTATISF. (9) The peptide sequence is HSRRSRRSL. The MHC is HLA-A11:01 with pseudo-sequence HLA-A11:01. The binding affinity (normalized) is 0.0847. (10) The peptide sequence is MVKMGGLGY. The MHC is HLA-A01:01 with pseudo-sequence HLA-A01:01. The binding affinity (normalized) is 0.0847.